The task is: Predict which catalyst facilitates the given reaction.. This data is from Catalyst prediction with 721,799 reactions and 888 catalyst types from USPTO. (1) Product: [CH:1]1([CH2:7][NH:8][C:9]2[C:14]([N+:15]([O-:17])=[O:16])=[CH:13][C:12]([NH:18][C:19]3[CH:24]=[CH:23][CH:22]=[CH:21][CH:20]=3)=[C:11]([N:30]3[CH2:31][CH2:32][N:27]([CH3:26])[CH2:28][CH2:29]3)[CH:10]=2)[CH2:6][CH2:5][CH2:4][CH2:3][CH2:2]1. The catalyst class is: 3. Reactant: [CH:1]1([CH2:7][NH:8][C:9]2[C:14]([N+:15]([O-:17])=[O:16])=[CH:13][C:12]([NH:18][C:19]3[CH:24]=[CH:23][CH:22]=[CH:21][CH:20]=3)=[C:11](F)[CH:10]=2)[CH2:6][CH2:5][CH2:4][CH2:3][CH2:2]1.[CH3:26][N:27]1[CH2:32][CH2:31][NH:30][CH2:29][CH2:28]1.CCN(C(C)C)C(C)C.O. (2) Reactant: Cl.Cl[CH2:3][C:4]1[N:13]=[C:12]([N:14]([C:16]2[CH:21]=[CH:20][C:19]([O:22][CH3:23])=[CH:18][CH:17]=2)[CH3:15])[C:11]2[C:6](=[CH:7][CH:8]=[CH:9][CH:10]=2)[N:5]=1.C([O-])([O-])=O.[Cs+].[Cs+].[NH2:30][CH2:31][CH2:32][CH2:33][OH:34].CCOC(C)=O. Product: [CH3:23][O:22][C:19]1[CH:20]=[CH:21][C:16]([N:14]([CH3:15])[C:12]2[C:11]3[C:6](=[CH:7][CH:8]=[CH:9][CH:10]=3)[N:5]=[C:4]([CH2:3][NH:30][CH2:31][CH2:32][CH2:33][OH:34])[N:13]=2)=[CH:17][CH:18]=1. The catalyst class is: 3. (3) Reactant: [CH3:1][O:2][C:3]1[CH:4]=[C:5]([C:13]2[CH:18]=[C:17]([CH2:19][N:20]3[CH2:25][CH2:24][NH:23][CH2:22][CH2:21]3)[CH:16]=[CH:15][N:14]=2)[CH:6]=[C:7]([O:11][CH3:12])[C:8]=1[O:9][CH3:10].[C:26]1([CH2:32][C:33]([Cl:35])=[O:34])[CH:31]=[CH:30][CH:29]=[CH:28][CH:27]=1.C(=O)([O-])O.[Na+]. Product: [ClH:35].[C:26]1([CH2:32][C:33]([N:23]2[CH2:24][CH2:25][N:20]([CH2:19][C:17]3[CH:16]=[CH:15][N:14]=[C:13]([C:5]4[CH:6]=[C:7]([O:11][CH3:12])[C:8]([O:9][CH3:10])=[C:3]([O:2][CH3:1])[CH:4]=4)[CH:18]=3)[CH2:21][CH2:22]2)=[O:34])[CH:31]=[CH:30][CH:29]=[CH:28][CH:27]=1.[ClH:35]. The catalyst class is: 4. (4) Reactant: C1(C2NC=C(I)N=2)CC1.[CH:10]1([C:13]2[N:14]([C:19]3[CH:24]=[CH:23][C:22]([F:25])=[CH:21][CH:20]=3)[CH:15]=[C:16]([I:18])[N:17]=2)[CH2:12][CH2:11]1.FC1C=CC(B(O)O)=CC=1. Product: [CH:10]1([C:13]2[N:14]([C:19]3[CH:20]=[CH:21][C:22]([F:25])=[CH:23][CH:24]=3)[CH:15]=[C:16]([I:18])[N:17]=2)[CH2:12][CH2:11]1. The catalyst class is: 1.